Dataset: Forward reaction prediction with 1.9M reactions from USPTO patents (1976-2016). Task: Predict the product of the given reaction. (1) Given the reactants [C:1]([C:3]1[CH:10]=[CH:9][C:6]([CH:7]=O)=[CH:5][CH:4]=1)#[N:2].C(Br)(Br)Br.[OH-].[K+].Cl.C([OH:20])C.[O:21]1[CH2:26][CH2:25][O:24][CH2:23]C1, predict the reaction product. The product is: [C:1]([C:3]1[CH:10]=[CH:9][C:6]([CH2:7][CH2:23][O:24][CH2:25][C:26]([OH:21])=[O:20])=[CH:5][CH:4]=1)#[N:2]. (2) Given the reactants [Br:1][C:2]1[CH:3]=[C:4]([N:10](O)[C:11](=O)[CH3:12])[CH:5]=[C:6]([O:8][CH3:9])[CH:7]=1.C(OC=C)(=O)C.[OH-].[Na+].Cl.C([O-])([O-])=O.[Na+].[Na+], predict the reaction product. The product is: [Br:1][C:2]1[CH:7]=[C:6]([O:8][CH3:9])[CH:5]=[C:4]2[C:3]=1[CH:12]=[CH:11][NH:10]2. (3) Given the reactants O[CH2:2][CH2:3][O:4]/[N:5]=[C:6](/[C:8]1[N:13]=[C:12]2[N:14]([CH2:17][C:18]3[CH:19]=[C:20]4[C:25](=[CH:26][CH:27]=3)[N:24]=[CH:23][CH:22]=[CH:21]4)[N:15]=[N:16][C:11]2=[N:10][CH:9]=1)\[CH3:7].C1(P(C2C=CC=CC=2)C2C=CC=CC=2)C=CC=CC=1.[C:47]1(=[O:57])[C:55]2[C:50](=[CH:51][CH:52]=[CH:53][CH:54]=2)[C:49](=[O:56])[NH:48]1.N(/C(OC(C)C)=O)=N\C(OC(C)C)=O, predict the reaction product. The product is: [N:24]1[C:25]2[C:20](=[CH:19][C:18]([CH2:17][N:14]3[C:12]4=[N:13][C:8](/[C:6](=[N:5]/[O:4][CH2:3][CH2:2][N:48]5[C:49](=[O:56])[C:50]6[C:55](=[CH:54][CH:53]=[CH:52][CH:51]=6)[C:47]5=[O:57])/[CH3:7])=[CH:9][N:10]=[C:11]4[N:16]=[N:15]3)=[CH:27][CH:26]=2)[CH:21]=[CH:22][CH:23]=1. (4) Given the reactants [NH2:1][CH:2]1[C:8](=[O:9])[N:7](CC2C=CC(OC)=CC=2)[C:6]2[CH:19]=[CH:20][CH:21]=[CH:22][C:5]=2[C:4]([C:23]2[C:28]([Cl:29])=[CH:27][C:26]([Cl:30])=[CH:25][C:24]=2[Cl:31])=[N:3]1.[C:32]([NH:35][CH2:36][CH2:37][O:38][C:39]1[CH:47]=[CH:46][C:45]([Cl:48])=[CH:44][C:40]=1[C:41](O)=[O:42])(=[O:34])[CH3:33], predict the reaction product. The product is: [C:32]([NH:35][CH2:36][CH2:37][O:38][C:39]1[CH:47]=[CH:46][C:45]([Cl:48])=[CH:44][C:40]=1[C:41]([NH:1][CH:2]1[C:8](=[O:9])[NH:7][C:6]2[CH:19]=[CH:20][CH:21]=[CH:22][C:5]=2[C:4]([C:23]2[C:28]([Cl:29])=[CH:27][C:26]([Cl:30])=[CH:25][C:24]=2[Cl:31])=[N:3]1)=[O:42])(=[O:34])[CH3:33]. (5) Given the reactants C(OC([NH:8][C:9]1[CH:14]=[CH:13][C:12]([C:15]2[CH:16]=[N:17][CH:18]=[CH:19][CH:20]=2)=[CH:11][C:10]=1[NH:21][C:22]([C:24]1[CH:32]=[CH:31][C:27]([C:28](O)=[O:29])=[CH:26][CH:25]=1)=[O:23])=O)(C)(C)C.[CH3:33][N:34]1[CH2:39][CH2:38][N:37]([CH2:40][CH2:41][NH2:42])[CH2:36][CH2:35]1.CN(C(ON1N=NC2C=CC=NC1=2)=[N+](C)C)C.F[P-](F)(F)(F)(F)F.CCN(C(C)C)C(C)C, predict the reaction product. The product is: [NH2:8][C:9]1[CH:14]=[CH:13][C:12]([C:15]2[CH:16]=[N:17][CH:18]=[CH:19][CH:20]=2)=[CH:11][C:10]=1[NH:21][C:22](=[O:23])[C:24]1[CH:32]=[CH:31][C:27]([C:28]([NH:42][CH2:41][CH2:40][N:37]2[CH2:38][CH2:39][N:34]([CH3:33])[CH2:35][CH2:36]2)=[O:29])=[CH:26][CH:25]=1. (6) The product is: [CH:1]([N:4]1[C:9](=[O:10])[CH:8]=[CH:7][C:6]([C:11](=[N:22][OH:23])[C:12]([C:13]2[CH:14]=[CH:15][CH:16]=[CH:17][CH:18]=2)=[O:19])=[N:5]1)([CH3:3])[CH3:2]. Given the reactants [CH:1]([N:4]1[C:9](=[O:10])[CH:8]=[CH:7][C:6]([CH2:11][C:12](=[O:19])[C:13]2[CH:18]=[CH:17][CH:16]=[CH:15][CH:14]=2)=[N:5]1)([CH3:3])[CH3:2].[H-].[Na+].[N:22](OCCC(C)C)=[O:23], predict the reaction product.